Task: Predict which catalyst facilitates the given reaction.. Dataset: Catalyst prediction with 721,799 reactions and 888 catalyst types from USPTO (1) Product: [N+:17]([C:8]1[CH:9]=[C:10]2[C:5]([C:4]3([CH2:14][CH2:13][CH2:12][CH2:11]3)[C:3](=[O:15])[NH:2][C:1]2=[O:16])=[CH:6][CH:7]=1)([O-:19])=[O:18]. The catalyst class is: 65. Reactant: [C:1]1(=[O:16])[C:10]2[C:5](=[CH:6][CH:7]=[CH:8][CH:9]=2)[C:4]2([CH2:14][CH2:13][CH2:12][CH2:11]2)[C:3](=[O:15])[NH:2]1.[N+:17]([O-])([OH:19])=[O:18]. (2) The catalyst class is: 95. Reactant: [F:1][C:2]1[CH:7]=[CH:6][C:5]([N:8]2[C:11](=[O:12])[C@H:10]([S:13]SC3C([N+]([O-])=O)=CC=CN=3)[C@H:9]2[C:24]2[CH:38]=[CH:37][C:27]([O:28][CH2:29][C:30]([O:32]C(C)(C)C)=[O:31])=[CH:26][CH:25]=2)=[CH:4][CH:3]=1.C1(P(C2C=CC=CC=2)C2C=CC=CC=2)C=CC=CC=1.C(N(CC)CC)C.Br[CH2:66][C:67]([C:69]1[CH:70]=[C:71]2[C:75](=[CH:76][CH:77]=1)[CH2:74][CH2:73][CH2:72]2)=[O:68]. Product: [CH2:74]1[C:75]2[C:71](=[CH:70][C:69]([C:67](=[O:68])[CH2:66][S:13][C@H:10]3[C:11](=[O:12])[N:8]([C:5]4[CH:4]=[CH:3][C:2]([F:1])=[CH:7][CH:6]=4)[C@@H:9]3[C:24]3[CH:25]=[CH:26][C:27]([O:28][CH2:29][C:30]([OH:32])=[O:31])=[CH:37][CH:38]=3)=[CH:77][CH:76]=2)[CH2:72][CH2:73]1. (3) Reactant: [NH2:1]C(N)=S.[C:5]([NH:13][C:14](=[O:16])[O-])(=[O:12])[C:6]1[CH:11]=[CH:10][CH:9]=[CH:8][CH:7]=1. Product: [C:14]([NH:13][C:5](=[O:12])[C:6]1[CH:11]=[CH:10][CH:9]=[CH:8][CH:7]=1)(=[O:16])[NH2:1]. The catalyst class is: 66. (4) Reactant: [CH2:1]1[C@H:6]([NH2:7])[C@@H:5]([O:8][C@H:9]2[O:14][C@H:13]([CH2:15][NH2:16])[C@@H:12]([OH:17])[C@H:11]([OH:18])[C@H:10]2[OH:19])[C@H:4]([OH:20])[C@@H:3]([O:21][C@H:22]2[O:27][C@H:26]([CH2:28][OH:29])[C@@H:25]([OH:30])[C@H:24]([NH2:31])[C@H:23]2[OH:32])[C@@H:2]1[NH2:33].OS(O)(=O)=O. Product: [CH2:1]1[C@H:6]([NH2:7])[C@@H:5]([O:8][C@@H:9]2[O:14][C@@H:13]([CH2:15][NH2:16])[C@H:12]([OH:17])[C@@H:11]([OH:18])[C@@H:10]2[OH:19])[C@H:4]([OH:20])[C@@H:3]([O:21][C@H:22]2[O:27][C@H:26]([CH2:28][OH:29])[C@@H:25]([OH:30])[C@H:24]([NH2:31])[C@H:23]2[OH:32])[C@@H:2]1[NH2:33]. The catalyst class is: 6. (5) Reactant: [Br:1][C:2]1[CH:3]=[C:4]2[CH:10]=[N:9][NH:8][C:5]2=[CH:6][N:7]=1.C1C(=O)N([I:18])C(=O)C1.O. Product: [Br:1][C:2]1[CH:3]=[C:4]2[C:10]([I:18])=[N:9][NH:8][C:5]2=[CH:6][N:7]=1. The catalyst class is: 3. (6) Reactant: [O:1]1[CH2:3][C@H:2]1[CH2:4][O:5][C:6]1[CH:7]=[C:8]([C:12]2[CH:13]=[CH:14][CH:15]=[C:16]3[C:21]=2[N:20]=[CH:19][CH:18]=[CH:17]3)[CH:9]=[CH:10][CH:11]=1.[CH2:22]1[C:31]2[C:26](=[CH:27][CH:28]=[CH:29][CH:30]=2)[CH2:25][CH2:24][NH:23]1. Product: [CH2:22]1[C:31]2[C:26](=[CH:27][CH:28]=[CH:29][CH:30]=2)[CH2:25][CH2:24][N:23]1[CH2:3][C@H:2]([OH:1])[CH2:4][O:5][C:6]1[CH:11]=[CH:10][CH:9]=[C:8]([C:12]2[CH:13]=[CH:14][CH:15]=[C:16]3[C:21]=2[N:20]=[CH:19][CH:18]=[CH:17]3)[CH:7]=1. The catalyst class is: 14. (7) Reactant: C(OC(N1CCC(C([O:20][C:21]2[CH:43]=[CH:42][C:24]3[C:25]4[N:29]([CH2:30][CH2:31][O:32][C:23]=3[CH:22]=2)[CH:28]=[C:27]([C:33]2[N:34]([CH:39]([CH3:41])[CH3:40])[N:35]=[C:36]([CH3:38])[N:37]=2)[N:26]=4)CC)CC1)=O)C1C=CC=CC=1.[H-].[Na+].[CH2:46]([O:48][C:49](=[O:61])[C:50](Br)([CH2:56][CH:57]1[CH2:59][CH2:58]1)[C:51]([O:53][CH2:54][CH3:55])=[O:52])[CH3:47]. Product: [CH2:46]([O:48][C:49](=[O:61])[C:50]([CH2:56][CH:57]1[CH2:59][CH2:58]1)([O:20][C:21]1[CH:43]=[CH:42][C:24]2[C:25]3[N:29]([CH2:30][CH2:31][O:32][C:23]=2[CH:22]=1)[CH:28]=[C:27]([C:33]1[N:34]([CH:39]([CH3:41])[CH3:40])[N:35]=[C:36]([CH3:38])[N:37]=1)[N:26]=3)[C:51]([O:53][CH2:54][CH3:55])=[O:52])[CH3:47]. The catalyst class is: 3.